From a dataset of Full USPTO retrosynthesis dataset with 1.9M reactions from patents (1976-2016). Predict the reactants needed to synthesize the given product. (1) Given the product [NH2:15][C:10]1[N:11]=[C:12]([CH3:14])[N:13]=[C:8]([C:7]2[C:2]([NH:51][C:49]3[CH:48]=[CH:47][C:46]4[S:42][CH:43]=[N:44][C:45]=4[CH:50]=3)=[N:3][CH:4]=[C:5]([CH:34]([N:36]3[CH2:37][CH2:38][O:39][CH2:40][CH2:41]3)[CH3:35])[CH:6]=2)[N:9]=1, predict the reactants needed to synthesize it. The reactants are: F[C:2]1[C:7]([C:8]2[N:13]=[C:12]([CH3:14])[N:11]=[C:10]([N:15](CC3C=CC(OC)=CC=3)CC3C=CC(OC)=CC=3)[N:9]=2)=[CH:6][C:5]([CH:34]([N:36]2[CH2:41][CH2:40][O:39][CH2:38][CH2:37]2)[CH3:35])=[CH:4][N:3]=1.[S:42]1[C:46]2[CH:47]=[CH:48][C:49]([NH2:51])=[CH:50][C:45]=2[N:44]=[CH:43]1.C[Si]([N-][Si](C)(C)C)(C)C.[Na+].FC(F)(F)C(O)=O.FC(F)(F)S(O)(=O)=O. (2) Given the product [CH3:1][N:2]1[CH2:7][CH2:6][N:5]([CH2:8][C:10]2[CH:16]=[CH:15][C:13]([NH2:14])=[CH:12][C:11]=2[C:17]([F:20])([F:18])[F:19])[CH2:4][CH2:3]1, predict the reactants needed to synthesize it. The reactants are: [CH3:1][N:2]1[CH2:7][CH2:6][N:5]([C:8]([C:10]2[CH:16]=[CH:15][C:13]([NH2:14])=[CH:12][C:11]=2[C:17]([F:20])([F:19])[F:18])=O)[CH2:4][CH2:3]1.CSC.B.O1CCCC1.Cl.[OH-].[Na+]. (3) The reactants are: CO[CH:3](OC)[CH2:4][C:5]1[CH:10]=[CH:9][C:8]([NH:11][CH:12]2[CH2:17][CH2:16][N:15]([C:18]3[CH:23]=[CH:22][C:21]([S:24]([N:27]4[CH2:32][CH2:31][CH2:30][CH2:29][CH2:28]4)(=[O:26])=[O:25])=[CH:20][CH:19]=3)[CH2:14][CH2:13]2)=[CH:7][CH:6]=1.[I-].[Na+].Cl[Si](Cl)(Cl)C.C(O)(=O)C.[NH2:46][CH2:47][C@@H:48]([C:50]1[CH:51]=[CH:52][C:53]([OH:61])=[C:54]([NH:56][S:57]([CH3:60])(=[O:59])=[O:58])[CH:55]=1)[OH:49].C([BH3-])#N.[Na+]. Given the product [OH:61][C:53]1[CH:52]=[CH:51][C:50]([C@@H:48]([OH:49])[CH2:47][NH:46][CH2:3][CH2:4][C:5]2[CH:10]=[CH:9][C:8]([NH:11][CH:12]3[CH2:17][CH2:16][N:15]([C:18]4[CH:23]=[CH:22][C:21]([S:24]([N:27]5[CH2:28][CH2:29][CH2:30][CH2:31][CH2:32]5)(=[O:26])=[O:25])=[CH:20][CH:19]=4)[CH2:14][CH2:13]3)=[CH:7][CH:6]=2)=[CH:55][C:54]=1[NH:56][S:57]([CH3:60])(=[O:59])=[O:58], predict the reactants needed to synthesize it. (4) The reactants are: [Br:1][C:2]1[CH:3]=[CH:4][C:5]([C:8]([NH2:10])=[O:9])=[N:6][CH:7]=1.CO[CH:13](OC)[N:14]([CH3:16])[CH3:15]. Given the product [Br:1][C:2]1[CH:3]=[CH:4][C:5]([C:8](/[N:10]=[CH:13]/[N:14]([CH3:16])[CH3:15])=[O:9])=[N:6][CH:7]=1, predict the reactants needed to synthesize it. (5) Given the product [CH:11]1([C:17]2[CH:18]=[CH:19][C:20]([O:23][C:2]3[CH:7]=[CH:6][C:5]([N+:8]([O-:10])=[O:9])=[CH:4][CH:3]=3)=[CH:21][CH:22]=2)[CH2:12][CH2:13][CH2:14][CH2:15][CH2:16]1, predict the reactants needed to synthesize it. The reactants are: F[C:2]1[CH:7]=[CH:6][C:5]([N+:8]([O-:10])=[O:9])=[CH:4][CH:3]=1.[CH:11]1([C:17]2[CH:22]=[CH:21][C:20]([OH:23])=[CH:19][CH:18]=2)[CH2:16][CH2:15][CH2:14][CH2:13][CH2:12]1.C([O-])([O-])=O.[K+].[K+]. (6) The reactants are: C([C:4]1[CH:13]=[CH:12][C:11]2[C:6](=[CH:7][CH:8]=[C:9]([CH2:14][CH3:15])[CH:10]=2)[CH:5]=1)(=O)C.N1[CH2:21][CH2:20][O:19]CC1.[S].S(=O)(=O)(O)[OH:24]. Given the product [CH2:14]([C:9]1[CH:10]=[C:11]2[C:6](=[CH:7][CH:8]=1)[CH:5]=[C:4]([CH2:21][C:20]([OH:19])=[O:24])[CH:13]=[CH:12]2)[CH3:15], predict the reactants needed to synthesize it. (7) Given the product [CH3:1][O:2][C:3]([N:5]1[C@H:13]2[C@H:8]([C@:9]([O:23][C:28](=[O:29])[CH2:27][N:25]([CH3:26])[CH3:24])([C:14]#[C:15][C:16]3[CH:17]=[C:18]([CH3:22])[CH:19]=[CH:20][CH:21]=3)[CH2:10][CH2:11][CH2:12]2)[CH2:7][CH2:6]1)=[O:4], predict the reactants needed to synthesize it. The reactants are: [CH3:1][O:2][C:3]([N:5]1[C@@H:13]2[C@@H:8]([C@@:9]([OH:23])([C:14]#[C:15][C:16]3[CH:17]=[C:18]([CH3:22])[CH:19]=[CH:20][CH:21]=3)[CH2:10][CH2:11][CH2:12]2)[CH2:7][CH2:6]1)=[O:4].[CH3:24][N:25]([CH2:27][C:28](O)=[O:29])[CH3:26]. (8) Given the product [C:1]1([CH2:27][CH2:26][CH2:25][CH2:24][CH2:23][CH2:22][CH2:21][CH2:20][CH2:19][CH:18]=[CH2:17])[CH:6]=[CH:5][CH:4]=[CH:3][CH:2]=1, predict the reactants needed to synthesize it. The reactants are: [C:1]1([Mg]Cl)[CH:6]=[CH:5][CH:4]=[CH:3][CH:2]=1.[Mg].ClC1C=CC=CC=1.[CH2:17](Br)[CH2:18][CH2:19][CH2:20][CH2:21][CH2:22][CH2:23][CH2:24][CH2:25][CH:26]=[CH2:27].[Cl-].[NH4+]. (9) Given the product [N:1]1([CH2:7][CH2:8][N:9]2[C:10](=[O:19])[C:11]3[C:12](=[CH:15][CH:16]=[CH:17][CH:18]=3)[C:13]2=[O:14])[CH:5]=[CH:4][N:3]=[N:2]1, predict the reactants needed to synthesize it. The reactants are: [NH:1]1[CH:5]=[CH:4][N:3]=[N:2]1.Br[CH2:7][CH2:8][N:9]1[C:13](=[O:14])[C:12]2=[CH:15][CH:16]=[CH:17][CH:18]=[C:11]2[C:10]1=[O:19].C(=O)([O-])[O-].[K+].[K+]. (10) Given the product [NH:7]1[C:8]2[C:13](=[CH:12][CH:11]=[CH:10][CH:9]=2)[CH:5]([CH2:3][OH:2])[CH2:6]1, predict the reactants needed to synthesize it. The reactants are: C[O:2][C:3]([CH:5]1[C:13]2[C:8](=[CH:9][CH:10]=[CH:11][CH:12]=2)[N:7](C(OC(C)(C)C)=O)[CH2:6]1)=O.[Na].[NH4+].[Cl-].CCOC(C)=O.